From a dataset of Reaction yield outcomes from USPTO patents with 853,638 reactions. Predict the reaction yield, written as a fraction of the theoretical maximum amount of product (1.0 means a 100% yield; for example, 0.34 means a 34% yield). (1) The reactants are [S:1]1[CH:5]=[CH:4][CH:3]=[C:2]1[CH2:6][NH:7][C:8]([C:10]1[N:11]=[C:12]2[C:17]([C:18]([F:21])([F:20])[F:19])=[CH:16][C:15]([C:22](=[NH:25])[NH:23][OH:24])=[CH:14][N:13]2[C:26]=1[Cl:27])=[O:9].[C:28](N1C=CN=C1)(N1C=CN=C1)=[O:29]. The catalyst is O1CCOCC1. The product is [S:1]1[CH:5]=[CH:4][CH:3]=[C:2]1[CH2:6][NH:7][C:8]([C:10]1[N:11]=[C:12]2[C:17]([C:18]([F:20])([F:21])[F:19])=[CH:16][C:15]([C:22]3[NH:25][C:28](=[O:29])[O:24][N:23]=3)=[CH:14][N:13]2[C:26]=1[Cl:27])=[O:9]. The yield is 0.160. (2) The reactants are FC1C=CC(C2C=NC(N3CCN(S(C[C@H](C(C)C)C(O)=O)(=O)=[O:21])CC3)=NC=2)=CC=1.C([C@@H]1COC(=O)N1[C:44](=[O:73])[CH:45]([CH2:49][S:50]([N:53]1[CH2:58][CH2:57][CH:56]([O:59][C:60]2[CH:65]=[CH:64][C:63]([C:66]3[CH:71]=[CH:70][C:69]([F:72])=[CH:68][CH:67]=3)=[CH:62][N:61]=2)[CH2:55][CH2:54]1)(=[O:52])=[O:51])[CH:46]([CH3:48])[CH3:47])C1C=CC=CC=1. The yield is 0.470. No catalyst specified. The product is [F:72][C:69]1[CH:68]=[CH:67][C:66]([C:63]2[CH:64]=[CH:65][C:60]([O:59][CH:56]3[CH2:57][CH2:58][N:53]([S:50]([CH2:49][C@H:45]([CH:46]([CH3:47])[CH3:48])[C:44]([OH:73])=[O:21])(=[O:51])=[O:52])[CH2:54][CH2:55]3)=[N:61][CH:62]=2)=[CH:71][CH:70]=1. (3) The product is [Cl:1][C:2]1[N:11]=[C:10]([NH:14][CH3:13])[C:9]2[C:4](=[CH:5][CH:6]=[CH:7][CH:8]=2)[N:3]=1. The catalyst is C1COCC1. The reactants are [Cl:1][C:2]1[N:11]=[C:10](Cl)[C:9]2[C:4](=[CH:5][CH:6]=[CH:7][CH:8]=2)[N:3]=1.[CH3:13][NH2:14].C([O-])(O)=O.[Na+]. The yield is 0.940. (4) The reactants are [O:1]=[C:2]1[NH:6][C@@H:5]([C:7]([O:9][CH3:10])=[O:8])[CH2:4][CH2:3]1.CCN(CC)CC.[CH3:18][C:19]([O:22][C:23](O[C:23]([O:22][C:19]([CH3:21])([CH3:20])[CH3:18])=[O:24])=[O:24])([CH3:21])[CH3:20]. The catalyst is C(Cl)Cl.CN(C1C=CN=CC=1)C.[Cl-].[Na+].O. The product is [O:1]=[C:2]1[N:6]([C:23]([O:22][C:19]([CH3:21])([CH3:20])[CH3:18])=[O:24])[C@@H:5]([C:7]([O:9][CH3:10])=[O:8])[CH2:4][CH2:3]1. The yield is 0.650.